The task is: Predict the reactants needed to synthesize the given product.. This data is from Full USPTO retrosynthesis dataset with 1.9M reactions from patents (1976-2016). (1) Given the product [NH2:8][C:9]1[S:10][C:11]2[C:16]([NH:17][C@H:18]([CH2:21][CH:22]([CH3:23])[CH3:24])[CH2:19][OH:20])=[N:15][C:14]([SH:25])=[N:13][C:12]=2[N:33]=1, predict the reactants needed to synthesize it. The reactants are: C(=O)=O.CC(C)=O.[NH2:8][C:9]1[S:10][C:11]2[C:16]([NH:17][C@H:18]([CH2:21][CH:22]([CH3:24])[CH3:23])[CH2:19][OH:20])=[N:15][C:14]([S:25]CC3C=CC=CC=3)=[N:13][C:12]=2[N:33]=1.[Na].[NH4+].[Cl-]. (2) Given the product [F:34][C:2]([F:1])([F:33])[C:3]1[CH:28]=[C:27]([C:29]([F:31])([F:30])[F:32])[CH:26]=[CH:25][C:4]=1[CH2:5][O:6][C:7]1[CH:12]=[CH:11][C:10](/[CH:13]=[C:14]2\[NH:15][C:16](=[O:22])[N:17]([CH2:20][CH3:21])\[C:18]\2=[N:19]\[CH3:36])=[CH:9][C:8]=1[O:23][CH3:24], predict the reactants needed to synthesize it. The reactants are: [F:1][C:2]([F:34])([F:33])[C:3]1[CH:28]=[C:27]([C:29]([F:32])([F:31])[F:30])[CH:26]=[CH:25][C:4]=1[CH2:5][O:6][C:7]1[CH:12]=[CH:11][C:10](/[CH:13]=[C:14]2\[NH:15][C:16](=[O:22])[N:17]([CH2:20][CH3:21])[C:18]\2=[NH:19])=[CH:9][C:8]=1[O:23][CH3:24].Cl.[CH3:36]N.